This data is from Full USPTO retrosynthesis dataset with 1.9M reactions from patents (1976-2016). The task is: Predict the reactants needed to synthesize the given product. (1) Given the product [C:2]([OH:4])(=[O:3])[CH:5]=[CH:6][CH2:7][CH3:27].[CH3:33][O:34][C:35]1[C:36]([N+:43]([O-:45])=[O:44])=[C:37]([CH:38]=[CH:7][CH2:6][CH2:5][C:2]([OH:4])=[O:3])[CH:40]=[CH:41][CH:42]=1, predict the reactants needed to synthesize it. The reactants are: [Br-].[C:2]([CH2:5][CH2:6][CH2:7][P+](C1C=CC=CC=1)(C1C=CC=CC=1)C1C=CC=CC=1)([OH:4])=[O:3].[CH3:27]C(C)([O-])C.[K+].[CH3:33][O:34][C:35]1[C:36]([N+:43]([O-:45])=[O:44])=[C:37]([CH:40]=[CH:41][CH:42]=1)[CH:38]=O.CCOC(C)=O. (2) Given the product [Cl:45][C:43]1[CH:42]=[CH:41][C:33]2[O:34][C:35]3[CH:40]=[CH:39][CH:38]=[CH:37][C:36]=3[C:30]([N:7]3[CH2:8][CH2:9][N:4]([C:1](=[O:3])[CH3:2])[CH2:5][CH2:6]3)=[N:31][C:32]=2[CH:44]=1, predict the reactants needed to synthesize it. The reactants are: [C:1]([N:4]1[CH2:9][CH2:8][NH:7][CH2:6][CH2:5]1)(=[O:3])[CH3:2].C(N(CC)CC)C.C(OC(N1CCN([C:30]2[C:36]3[CH:37]=[CH:38][CH:39]=[CH:40][C:35]=3[O:34][C:33]3[CH:41]=[CH:42][C:43]([Cl:45])=[CH:44][C:32]=3[N:31]=2)CC1)=O)(C)(C)C. (3) Given the product [CH3:16][C:17]1[C:18]([C:8]2[CH:9]=[C:10]([CH:13]=[CH:14][CH:15]=2)[CH:11]=[O:12])=[CH:19][C:20]2[C:21]([CH3:30])([CH3:29])[CH2:22][CH2:23][C:24]([CH3:28])([CH3:27])[C:25]=2[CH:26]=1, predict the reactants needed to synthesize it. The reactants are: COCCOC.Br[C:8]1[CH:9]=[C:10]([CH:13]=[CH:14][CH:15]=1)[CH:11]=[O:12].[CH3:16][C:17]1[C:18](B(O)O)=[CH:19][C:20]2[C:21]([CH3:30])([CH3:29])[CH2:22][CH2:23][C:24]([CH3:28])([CH3:27])[C:25]=2[CH:26]=1.C(=O)([O-])[O-].[K+].[K+]. (4) Given the product [C:22]1([C:25]2[CH:30]=[CH:29][CH:28]=[CH:27][CH:26]=2)[CH:23]=[CH:24][CH:19]=[CH:20][C:21]=1[C:37]1[CH:36]=[CH:10][C:9]([NH:8][C:6]([NH2:3])=[O:7])=[C:33]([C:38]2[NH:42][N:41]=[N:40][N:39]=2)[CH:32]=1, predict the reactants needed to synthesize it. The reactants are: C1N=C[N:3]([C:6]([N:8]2C=N[CH:10]=[CH:9]2)=[O:7])C=1.N1C=CN=C1.N[C:19]1[CH:24]=[CH:23][C:22]([C:25]2[CH:30]=[CH:29][CH:28]=[CH:27][CH:26]=2)=[CH:21][CH:20]=1.N[C:32]1[CH:37]=[CH:36]C=C[C:33]=1[C:38]1[NH:42][N:41]=[N:40][N:39]=1. (5) Given the product [Br:1][C:2]1[CH:3]=[C:4]([C:8]2[CH:13]=[C:12]([C:14]([NH:28][C:26](=[O:24])[CH3:27])([CH3:16])[CH3:15])[N:11]=[C:10]([C:18]3[CH:23]=[CH:22][CH:21]=[CH:20][N:19]=3)[CH:9]=2)[CH:5]=[N:6][CH:7]=1, predict the reactants needed to synthesize it. The reactants are: [Br:1][C:2]1[CH:3]=[C:4]([C:8]2[CH:13]=[C:12]([C:14](O)([CH3:16])[CH3:15])[N:11]=[C:10]([C:18]3[CH:23]=[CH:22][CH:21]=[CH:20][N:19]=3)[CH:9]=2)[CH:5]=[N:6][CH:7]=1.[OH-:24].[Na+].[C:26](#[N:28])[CH3:27].